This data is from Full USPTO retrosynthesis dataset with 1.9M reactions from patents (1976-2016). The task is: Predict the reactants needed to synthesize the given product. (1) The reactants are: [F:1][CH:2]([F:24])[O:3][C:4]1[CH:5]=[C:6]([N:10]2[CH:15]=[CH:14][C:13](=[O:16])[C:12]([C:17](=O)/[CH:18]=[CH:19]/[N:20](C)C)=[N:11]2)[CH:7]=[CH:8][CH:9]=1.[CH3:25][S:26]([C:29]1[CH:30]=[C:31]([NH:35]N)[CH:32]=[CH:33][CH:34]=1)(=[O:28])=[O:27]. Given the product [F:1][CH:2]([F:24])[O:3][C:4]1[CH:5]=[C:6]([N:10]2[CH:15]=[CH:14][C:13](=[O:16])[C:12]([C:17]3[N:35]([C:31]4[CH:32]=[CH:33][CH:34]=[C:29]([S:26]([CH3:25])(=[O:28])=[O:27])[CH:30]=4)[N:20]=[CH:19][CH:18]=3)=[N:11]2)[CH:7]=[CH:8][CH:9]=1, predict the reactants needed to synthesize it. (2) Given the product [CH:6]1([C:9]2[CH:14]=[C:13]([CH:15]=[O:16])[C:12]([O:19][CH2:20][CH3:21])=[CH:11][C:10]=2[C:22]2[CH:23]=[CH:24][CH:25]=[CH:26][CH:27]=2)[CH2:8][CH2:7]1, predict the reactants needed to synthesize it. The reactants are: C1COCC1.[CH:6]1([C:9]2[CH:14]=[C:13]([C:15](OC)=[O:16])[C:12]([O:19][CH2:20][CH3:21])=[CH:11][C:10]=2[C:22]2[CH:27]=[CH:26][CH:25]=[CH:24][CH:23]=2)[CH2:8][CH2:7]1.[H-].[Al+3].[Li+].[H-].[H-].[H-].[OH-].[Na+]. (3) The reactants are: N(CC(N)[CH2:6][CH:7]1[CH2:16][CH2:15][C:14]2[C:9](=[CH:10][CH:11]=[CH:12][CH:13]=2)[CH2:8]1)=[N+]=[N-].[OH-].[CH3:19][O:20]C(NS([N+](CC)(CC)CC)(=O)=O)=O.CC[N+](S(N=C([O:47][CH3:48])[O-])(=O)=O)(CC)CC. Given the product [CH2:8]1[C:9]2[C:14](=[CH:13][CH:12]=[CH:11][CH:10]=2)[CH2:15][CH2:16][CH:7]1[CH2:6][C:48](=[O:47])[CH:19]=[O:20], predict the reactants needed to synthesize it. (4) Given the product [S:16]1[CH2:15][CH:14]=[C:13]([C:10]2[CH:11]=[CH:12][C:7]([N:6]3[CH2:32][C@H:26]([CH2:27][NH:28][C:29](=[O:31])[CH3:30])[O:25][C:22]3=[O:24])=[CH:8][C:9]=2[F:19])[CH2:18][CH2:17]1, predict the reactants needed to synthesize it. The reactants are: CC(C)COC(=O)[NH:6][C:7]1[CH:12]=[CH:11][C:10]([C:13]2[CH2:14][CH2:15][S:16][CH2:17][CH:18]=2)=[C:9]([F:19])[CH:8]=1.[C:22]([O:25][C@H:26]([CH2:32]Cl)[CH2:27][NH:28][C:29](=[O:31])[CH3:30])(=[O:24])C.CC(C)([O-])C.[Li+].C(O)(=O)C.